From a dataset of Reaction yield outcomes from USPTO patents with 853,638 reactions. Predict the reaction yield, written as a fraction of the theoretical maximum amount of product (1.0 means a 100% yield; for example, 0.34 means a 34% yield). The reactants are [Br:1][C:2]1[CH:7]=[CH:6][C:5]([C:8]2[O:9][C:10]([CH:16]=[O:17])=[C:11]([CH:13]([CH3:15])[CH3:14])[N:12]=2)=[CH:4][CH:3]=1.[CH3:18][Mg]Br.[NH4+].[Cl-]. The catalyst is C1COCC1. The product is [Br:1][C:2]1[CH:3]=[CH:4][C:5]([C:8]2[O:9][C:10]([CH:16]([OH:17])[CH3:18])=[C:11]([CH:13]([CH3:15])[CH3:14])[N:12]=2)=[CH:6][CH:7]=1. The yield is 0.630.